Dataset: Full USPTO retrosynthesis dataset with 1.9M reactions from patents (1976-2016). Task: Predict the reactants needed to synthesize the given product. (1) Given the product [F:20][C:17]1[CH:18]=[CH:19][C:14]([NH:13][C:12]2[CH:21]=[CH:22][C:9]([OH:8])=[CH:10][CH:11]=2)=[CH:15][CH:16]=1, predict the reactants needed to synthesize it. The reactants are: C([O:8][C:9]1[CH:22]=[CH:21][C:12]([NH:13][C:14]2[CH:19]=[CH:18][C:17]([F:20])=[CH:16][CH:15]=2)=[CH:11][CH:10]=1)C1C=CC=CC=1.CCOC(C)=O. (2) Given the product [C:1]([O:5][C:6]([NH:8][C@H:9]1[CH2:18][CH2:17][C:16]2[C:11](=[CH:12][C:13]([O:19][CH2:20][C:21]([NH:25][CH2:26][CH2:27][CH2:28][CH3:29])=[O:23])=[CH:14][CH:15]=2)[CH2:10]1)=[O:7])([CH3:3])([CH3:4])[CH3:2], predict the reactants needed to synthesize it. The reactants are: [C:1]([O:5][C:6]([NH:8][C@H:9]1[CH2:18][CH2:17][C:16]2[C:11](=[CH:12][C:13]([O:19][CH2:20][C:21]([OH:23])=O)=[CH:14][CH:15]=2)[CH2:10]1)=[O:7])([CH3:4])([CH3:3])[CH3:2].O[N:25]1[C:29](=O)[CH2:28][CH2:27][C:26]1=O.C1(N=C=NC2CCCCC2)CCCCC1.C(N)CCC.